This data is from Reaction yield outcomes from USPTO patents with 853,638 reactions. The task is: Predict the reaction yield, written as a fraction of the theoretical maximum amount of product (1.0 means a 100% yield; for example, 0.34 means a 34% yield). (1) The reactants are [Br:1][C:2]1[CH:7]=[C:6]([N+:8]([O-])=O)[CH:5]=[CH:4][C:3]=1[C:11]([CH3:19])([CH3:18])[CH2:12][CH2:13][NH:14][C:15](=[O:17])[CH3:16]. The catalyst is CO.O=[Pt]=O. The product is [NH2:8][C:6]1[CH:5]=[CH:4][C:3]([C:11]([CH3:19])([CH3:18])[CH2:12][CH2:13][NH:14][C:15](=[O:17])[CH3:16])=[C:2]([Br:1])[CH:7]=1. The yield is 0.970. (2) The reactants are [Cl:1][C:2]1[S:6][C:5]([S:7](Cl)(=[O:9])=[O:8])=[CH:4][CH:3]=1.[N:11]([C@@H:14]([CH:30]([CH2:35][CH2:36][CH2:37][CH3:38])[CH2:31][CH2:32][CH2:33][CH3:34])[C:15](N1[C@H](CC2C=CC=CC=2)COC1=O)=[O:16])=[N+]=[N-].C(N(CC)CC)C.CCOC(C)=O.CCCCCC. The catalyst is C(Cl)Cl. The product is [CH2:31]([CH:30]([CH2:35][CH2:36][CH2:37][CH3:38])[C@H:14]([NH:11][S:7]([C:5]1[S:6][C:2]([Cl:1])=[CH:3][CH:4]=1)(=[O:9])=[O:8])[CH2:15][OH:16])[CH2:32][CH2:33][CH3:34]. The yield is 0.169. (3) The reactants are Br[C:2]1[C:7]([CH2:8][O:9][Si:10]([C:13]([CH3:16])([CH3:15])[CH3:14])([CH3:12])[CH3:11])=[CH:6][CH:5]=[CH:4][N:3]=1.[CH3:17][N:18](C=O)C. The catalyst is [C-]#N.[C-]#N.[Zn+2].C1C=CC([P]([Pd]([P](C2C=CC=CC=2)(C2C=CC=CC=2)C2C=CC=CC=2)([P](C2C=CC=CC=2)(C2C=CC=CC=2)C2C=CC=CC=2)[P](C2C=CC=CC=2)(C2C=CC=CC=2)C2C=CC=CC=2)(C2C=CC=CC=2)C2C=CC=CC=2)=CC=1. The product is [Si:10]([O:9][CH2:8][C:7]1[C:2]([C:17]#[N:18])=[N:3][CH:4]=[CH:5][CH:6]=1)([C:13]([CH3:16])([CH3:15])[CH3:14])([CH3:12])[CH3:11]. The yield is 0.820. (4) The reactants are [CH2:1]([O:3][C:4]1[CH:13]=[C:12]2[C:7]([C:8](=O)[NH:9][CH:10]=[N:11]2)=[CH:6][C:5]=1[O:15][CH3:16])[CH3:2].O=P(Cl)(Cl)[Cl:19]. The catalyst is C1(C)C=CC=CC=1. The product is [Cl:19][C:8]1[C:7]2[C:12](=[CH:13][C:4]([O:3][CH2:1][CH3:2])=[C:5]([O:15][CH3:16])[CH:6]=2)[N:11]=[CH:10][N:9]=1. The yield is 0.960. (5) The reactants are [CH3:1][C:2]1[CH:7]=[CH:6][C:5]([S:8]([O:11][CH2:12][C@H:13]2[CH:22]=[CH:21][C:20]3[C:15](=[C:16]([C:24]4[CH:29]=[CH:28][C:27]([Cl:30])=[CH:26][C:25]=4[Cl:31])[C:17]([F:23])=[CH:18][CH:19]=3)[O:14]2)(=[O:10])=[O:9])=[CH:4][CH:3]=1. The catalyst is C(O)C.C(OCC)(=O)C.[Pt](=O)=O. The product is [CH3:1][C:2]1[CH:3]=[CH:4][C:5]([S:8]([O:11][CH2:12][C@H:13]2[CH2:22][CH2:21][C:20]3[C:15](=[C:16]([C:24]4[CH:29]=[CH:28][C:27]([Cl:30])=[CH:26][C:25]=4[Cl:31])[C:17]([F:23])=[CH:18][CH:19]=3)[O:14]2)(=[O:10])=[O:9])=[CH:6][CH:7]=1. The yield is 1.00. (6) The reactants are [NH2:1][C:2]1[CH:7]=[CH:6][C:5]([N:8]2[C:14](=[O:15])[CH2:13][C:12](=[O:16])[NH:11][C:10]3[C:17]4[C:22]([CH:23]=[CH:24][C:9]2=3)=[CH:21][CH:20]=[CH:19][CH:18]=4)=[CH:4][CH:3]=1.[CH3:25][O:26][C:27]1[CH:35]=[CH:34][CH:33]=[C:32]([CH3:36])[C:28]=1[C:29](Cl)=[O:30].IC1C=CC=CC=1C(NCCN1C(=O)CC(=O)NC2C3C(C=CC1=2)=CC=CC=3)=O. No catalyst specified. The product is [CH3:25][O:26][C:27]1[CH:35]=[CH:34][CH:33]=[C:32]([CH3:36])[C:28]=1[C:29]([NH:1][C:2]1[CH:7]=[CH:6][C:5]([N:8]2[C:14](=[O:15])[CH2:13][C:12](=[O:16])[NH:11][C:10]3[C:17]4[C:22]([CH:23]=[CH:24][C:9]2=3)=[CH:21][CH:20]=[CH:19][CH:18]=4)=[CH:4][CH:3]=1)=[O:30]. The yield is 0.610. (7) The reactants are [CH3:1][O:2][C:3]([C@@H:5]1[C@@H:10]2[CH2:11][C@@H:7]([CH:8]=[CH:9]2)[C@@H:6]1C(O)=O)=[O:4].C([N:17](CC)CC)C.Cl[C:23]([O:25][CH2:26][CH3:27])=[O:24].[N-]=[N+]=[N-].[Na+].[CH2:32](O)[C:33]1C=C[CH:36]=[CH:35][CH:34]=1. The catalyst is O1CCCC1.O.C1C=CC=CC=1.ClCCl. The product is [CH2:26]([O:25][C:23]([NH:17][C@H:6]1[C@H:7]2[CH2:11][C@H:10]([CH:9]=[CH:8]2)[C@H:5]1[C:3]([O:2][CH3:1])=[O:4])=[O:24])[C:27]1[CH:36]=[CH:35][CH:34]=[CH:33][CH:32]=1. The yield is 0.770. (8) The reactants are C(OC(=O)C)(=O)C.[O:8]1[C:18]2[C:13](=[CH:14][CH:15]=[CH:16][CH:17]=2)[CH:12]=[CH:11][C:9]1=[O:10].C(O)(=O)C.C(O)(=O)C.[I:27][C:28]1[CH:33]=[CH:32][CH:31]=[CH:30][CH:29]=1.S(=O)(=O)(O)O.[F:39][P-:40]([F:45])([F:44])([F:43])([F:42])[F:41].[K+]. The catalyst is ClCCl. The product is [F:39][P-:40]([F:45])([F:44])([F:43])([F:42])[F:41].[C:28]1([I+:27][C:16]2[CH:17]=[C:18]3[C:13]([CH:12]=[CH:11][C:9](=[O:10])[O:8]3)=[CH:14][CH:15]=2)[CH:33]=[CH:32][CH:31]=[CH:30][CH:29]=1. The yield is 0.100. (9) The reactants are Cl[C:2]1[C:3](=[O:15])[N:4](C2CCCCO2)[N:5]=[CH:6][C:7]=1Cl.[CH:16]1([C:22]2[CH:27]=[CH:26][CH:25]=[CH:24][C:23]=2[OH:28])[CH2:21][CH2:20][CH2:19][CH2:18][CH2:17]1.C[O:30][C:31](=[O:40])[CH:32](Br)[CH2:33][CH:34]1[CH2:38][CH2:37][CH2:36][CH2:35]1. No catalyst specified. The product is [CH:16]1([C:22]2[CH:27]=[CH:26][CH:25]=[CH:24][C:23]=2[O:28][C:7]2[CH:6]=[N:5][N:4]([CH:32]([CH2:33][CH:34]3[CH2:38][CH2:37][CH2:36][CH2:35]3)[C:31]([OH:30])=[O:40])[C:3](=[O:15])[CH:2]=2)[CH2:17][CH2:18][CH2:19][CH2:20][CH2:21]1. The yield is 0.720.